This data is from Forward reaction prediction with 1.9M reactions from USPTO patents (1976-2016). The task is: Predict the product of the given reaction. (1) The product is: [C:3]1([CH2:9][O:10][C:11]2[CH:20]=[CH:19][C:18]([S:21]([N:24]3[CH2:25][CH2:26][CH2:27][CH2:28][CH2:29]3)(=[O:23])=[O:22])=[CH:17][C:12]=2[C:13]([OH:15])=[O:14])[CH:8]=[CH:7][CH:6]=[CH:5][CH:4]=1. Given the reactants [Li+].[OH-].[C:3]1([CH2:9][O:10][C:11]2[CH:20]=[CH:19][C:18]([S:21]([N:24]3[CH2:29][CH2:28][CH2:27][CH2:26][CH2:25]3)(=[O:23])=[O:22])=[CH:17][C:12]=2[C:13]([O:15]C)=[O:14])[CH:8]=[CH:7][CH:6]=[CH:5][CH:4]=1.Cl, predict the reaction product. (2) Given the reactants C(O)C.O.[OH-].[Li+].C([O:9][C:10]([C:12]1[NH:38][C:15]2[N:16]=[CH:17][N:18]=[C:19]([O:20][C:21]3[CH:26]=[CH:25][C:24]([NH:27][C:28]([NH:30][C:31]4[CH:36]=[CH:35][C:34]([F:37])=[CH:33][CH:32]=4)=[O:29])=[CH:23][CH:22]=3)[C:14]=2[CH:13]=1)=[O:11])C.Cl, predict the reaction product. The product is: [F:37][C:34]1[CH:35]=[CH:36][C:31]([NH:30][C:28](=[O:29])[NH:27][C:24]2[CH:25]=[CH:26][C:21]([O:20][C:19]3[C:14]4[CH:13]=[C:12]([C:10]([OH:11])=[O:9])[NH:38][C:15]=4[N:16]=[CH:17][N:18]=3)=[CH:22][CH:23]=2)=[CH:32][CH:33]=1. (3) Given the reactants [CH2:1]([O:4][C:5]([NH:7][C:8]1[C:9]([F:18])=[C:10]([CH:15]=[CH:16][CH:17]=1)[C:11]([O:13]C)=O)=[O:6])[CH:2]=[CH2:3].[Li+].[CH3:20][Si]([N-][Si](C)(C)C)(C)C.[Cl-:29].[N:30]1[CH:35]=[CH:34][CH:33]=[N:32][CH:31]=1, predict the reaction product. The product is: [Cl:29][C:31]1[N:32]=[C:33]([CH2:20][C:11]([C:10]2[C:9]([F:18])=[C:8]([NH:7][C:5](=[O:6])[O:4][CH2:1][CH:2]=[CH2:3])[CH:17]=[CH:16][CH:15]=2)=[O:13])[CH:34]=[CH:35][N:30]=1. (4) Given the reactants Cl[C:2]1[CH:7]=[CH:6][NH:5][C:4](=[O:8])[C:3]=1[C:9]1[NH:10][C:11]2[C:12]([N:28]=1)=[CH:13][C:14]1[CH2:15][N:16]([CH2:21][CH2:22][N:23]3[CH2:27][CH2:26][CH2:25][CH2:24]3)[C:17](=[O:20])[C:18]=1[CH:19]=2.[Br:29][C:30]1[CH:35]=[CH:34][C:33]([F:36])=[CH:32][C:31]=1[CH2:37][C@@H:38]([NH2:40])[CH3:39].CCN(C(C)C)C(C)C, predict the reaction product. The product is: [Br:29][C:30]1[CH:35]=[CH:34][C:33]([F:36])=[CH:32][C:31]=1[CH2:37][C@@H:38]([NH:40][C:2]1[CH:7]=[CH:6][NH:5][C:4](=[O:8])[C:3]=1[C:9]1[NH:10][C:11]2[C:12]([N:28]=1)=[CH:13][C:14]1[CH2:15][N:16]([CH2:21][CH2:22][N:23]3[CH2:27][CH2:26][CH2:25][CH2:24]3)[C:17](=[O:20])[C:18]=1[CH:19]=2)[CH3:39]. (5) Given the reactants [CH2:1]([O:3][C:4]([CH:6]1[C:11](=[O:12])[CH2:10][CH2:9][N:8]([C:13]([O:15][C:16]([CH3:19])([CH3:18])[CH3:17])=[O:14])[CH2:7]1)=[O:5])[CH3:2].Cl.[N:21]1[CH:26]=[CH:25][CH:24]=[CH:23][C:22]=1CCl.[C:29](=O)([O-])[O-].[K+].[K+].[I-].[K+].C1N2CCN(CC2)C1, predict the reaction product. The product is: [CH2:1]([O:3][C:4]([C:6]1([C:22]2[CH:23]=[CH:24][CH:25]=[CH:26][N:21]=2)[C:11](=[O:12])[CH2:10][CH2:9][N:8]([C:13]([O:15][C:16]([CH3:18])([CH3:17])[CH3:19])=[O:14])[CH:7]1[CH3:29])=[O:5])[CH3:2]. (6) The product is: [C:26]([SiH2:25][O:24][C:23]([CH3:31])([CH3:30])[C:19]1([N:12]2[C:13]3[N:14]=[CH:15][N:16]=[CH:17][C:18]=3[C:10]([C:8]([C:59]3[C:58]([C:39]4[C:34]([C:33]([F:32])([F:45])[F:44])=[CH:35][CH:36]=[C:37]([CH2:40][C:41]([NH2:70])=[O:43])[CH:38]=4)=[CH:57][CH:56]=[CH:55][N:60]=3)=[O:9])=[CH:11]2)[CH2:20][O:21][CH2:22]1)([CH3:28])([CH3:27])[CH3:29]. Given the reactants NC1C=C([C:8]([C:10]2[C:18]3[CH:17]=[N:16][CH:15]=[N:14][C:13]=3[N:12]([C:19]3([C:23]([CH3:31])([CH3:30])[O:24][SiH2:25][C:26]([CH3:29])([CH3:28])[CH3:27])[CH2:22][O:21][CH2:20]3)[CH:11]=2)=[O:9])C=NC=1.[F:32][C:33]([F:45])([F:44])[C:34]1[CH:39]=[CH:38][C:37]([CH2:40][C:41]([OH:43])=O)=[CH:36][CH:35]=1.CN(C(ON1N=N[C:56]2[CH:57]=[CH:58][CH:59]=[N:60][C:55]1=2)=[N+](C)C)C.F[P-](F)(F)(F)(F)F.[N:70]1C=CC=CC=1, predict the reaction product. (7) Given the reactants [NH2:1][C:2]1[CH:3]=[C:4]([CH2:8][CH2:9][OH:10])[CH:5]=[CH:6][CH:7]=1.[C:11](OC(=O)C)(=[O:13])[CH3:12].[Li+].[OH-], predict the reaction product. The product is: [OH:10][CH2:9][CH2:8][C:4]1[CH:3]=[C:2]([NH:1][C:11](=[O:13])[CH3:12])[CH:7]=[CH:6][CH:5]=1. (8) Given the reactants C[O:2][C:3](=[O:16])[C@@H:4]([OH:15])[CH2:5][CH2:6][NH:7][C:8]([O:10][C:11]([CH3:14])([CH3:13])[CH3:12])=[O:9].O.[OH-].[Li+:19].O, predict the reaction product. The product is: [C:11]([O:10][C:8]([NH:7][CH2:6][CH2:5][C@H:4]([OH:15])[C:3]([O-:16])=[O:2])=[O:9])([CH3:14])([CH3:12])[CH3:13].[Li+:19]. (9) Given the reactants C([O:9][C:10]1[CH:11]=[C:12]([CH:28]=[CH:29][C:30]=1[Cl:31])[CH2:13][N:14]([C:20]1[CH:25]=[CH:24][C:23]([C:26]#[N:27])=[CH:22][CH:21]=1)[N:15]1[CH:19]=[N:18][N:17]=[CH:16]1)(=O)C1C=CC=CC=1.C[O-].[Na+], predict the reaction product. The product is: [Cl:31][C:30]1[CH:29]=[CH:28][C:12]([CH2:13][N:14]([C:20]2[CH:25]=[CH:24][C:23]([C:26]#[N:27])=[CH:22][CH:21]=2)[N:15]2[CH:16]=[N:17][N:18]=[CH:19]2)=[CH:11][C:10]=1[OH:9]. (10) Given the reactants [Cl:1][C:2]1[N:7]=[C:6](Cl)[CH:5]=[C:4]([CH2:9][O:10][CH2:11][C:12]([F:15])([F:14])[F:13])[N:3]=1.C([Sn](CCCC)(CCCC)[C:21]([O:23][CH2:24][CH3:25])=[CH2:22])CCC.[F-].[K+], predict the reaction product. The product is: [Cl:1][C:2]1[N:7]=[C:6]([C:21]([O:23][CH2:24][CH3:25])=[CH2:22])[CH:5]=[C:4]([CH2:9][O:10][CH2:11][C:12]([F:15])([F:14])[F:13])[N:3]=1.